Dataset: Catalyst prediction with 721,799 reactions and 888 catalyst types from USPTO. Task: Predict which catalyst facilitates the given reaction. (1) Reactant: [NH:1]1[C:5]2=[N:6][CH:7]=[CH:8][CH:9]=[C:4]2[C:3]([CH:10]=[C:11]2[S:15][C:14](=[S:16])[NH:13][C:12]2=[O:17])=[CH:2]1.[CH3:18]I. The catalyst class is: 562. Product: [CH3:18][S:16][C:14]1[S:15][C:11](=[CH:10][C:3]2[C:4]3[C:5](=[N:6][CH:7]=[CH:8][CH:9]=3)[NH:1][CH:2]=2)[C:12](=[O:17])[N:13]=1. (2) Reactant: C[O:2][C:3](=[O:35])[CH2:4][CH2:5][C:6]1[CH:11]=[CH:10][C:9]([O:12][CH2:13][CH:14]([C:16]2[N:17]=[C:18]([C:22]3[CH:27]=[CH:26][C:25]([C:28]4[N:33]=[CH:32][CH:31]=[CH:30][N:29]=4)=[CH:24][CH:23]=3)[S:19][C:20]=2[CH3:21])[CH3:15])=[CH:8][C:7]=1[CH3:34].[OH-:36].[Na+].Cl. Product: [CH3:34][C:7]1[CH:8]=[C:9]([O:12][CH2:13][CH:14]([C:16]2[N:17]=[C:18]([C:22]3[CH:27]=[CH:26][C:25]([C:28]4[N:33]=[CH:32][CH:31]=[CH:30][N:29]=4)=[CH:24][CH:23]=3)[S:19][C:20]=2[CH3:21])[CH3:15])[CH:10]=[CH:11][C:6]=1[CH2:5][CH2:4][C:3]([OH:35])=[O:2].[C:9]([O:12][CH2:13][CH3:14])(=[O:36])[CH3:8]. The catalyst class is: 54.